Task: Predict which catalyst facilitates the given reaction.. Dataset: Catalyst prediction with 721,799 reactions and 888 catalyst types from USPTO Reactant: [C:1]([N:5]1[CH:9]=[C:8](B2OC(C)(C)C(C)(C)O2)[CH:7]=[N:6]1)([CH3:4])([CH3:3])[CH3:2].[C:19](=[O:22])([O-])[O-].[Cs+].[Cs+].O1[CH2:30][CH2:29]OCC1. Product: [C:1]([N:5]1[CH:9]=[C:8]([C:8]2[CH:7]=[C:19]([OH:22])[C:1]3[N:5]([N:6]=[CH:29][CH:30]=3)[CH:9]=2)[CH:7]=[N:6]1)([CH3:2])([CH3:3])[CH3:4]. The catalyst class is: 6.